Predict which catalyst facilitates the given reaction. From a dataset of Catalyst prediction with 721,799 reactions and 888 catalyst types from USPTO. (1) Reactant: C1(OC)C=CC=CC=1.[C:9]([C:13]1[CH:18]=[CH:17][C:16](/[C:19](/[C:38]2[NH:43][C:42](=[O:44])[C:41]([CH2:45][CH3:46])=[CH:40][CH:39]=2)=[CH:20]\[C@H:21]2[CH2:25][CH2:24][C:23](=[O:26])[N:22]2CC2C=CC(OC)=CC=2OC)=[CH:15][CH:14]=1)([CH3:12])([CH3:11])[CH3:10]. Product: [C:9]([C:13]1[CH:14]=[CH:15][C:16](/[C:19](/[C:38]2[NH:43][C:42](=[O:44])[C:41]([CH2:45][CH3:46])=[CH:40][CH:39]=2)=[CH:20]\[C@H:21]2[CH2:25][CH2:24][C:23](=[O:26])[NH:22]2)=[CH:17][CH:18]=1)([CH3:12])([CH3:11])[CH3:10]. The catalyst class is: 55. (2) The catalyst class is: 12. Reactant: [H-].[Na+].[F:3][C:4]1[CH:11]=[CH:10][C:7]([CH2:8][OH:9])=[CH:6][CH:5]=1.Cl[C:13]1[N:14]=[C:15]([OH:29])[C:16]2[CH:22]=[CH:21][N:20]=[C:19]([C:23]3[N:24]=[CH:25][N:26]([CH3:28])[CH:27]=3)[C:17]=2[N:18]=1. Product: [F:3][C:4]1[CH:11]=[CH:10][C:7]([CH2:8][O:9][C:13]2[N:14]=[C:15]([OH:29])[C:16]3[CH:22]=[CH:21][N:20]=[C:19]([C:23]4[N:24]=[CH:25][N:26]([CH3:28])[CH:27]=4)[C:17]=3[N:18]=2)=[CH:6][CH:5]=1. (3) Reactant: [S:1]1[CH2:6][CH2:5][C:4](=[O:7])[CH2:3][CH2:2]1.B(F)(F)F.[CH3:12]COCC.[N+]([C:22]([O:24][CH2:25][CH3:26])=[O:23])(C([O-])=O)=[N-]. Product: [O:7]=[C:4]1[CH2:5][CH2:6][S:1][CH2:12][CH2:2][CH:3]1[C:22]([O:24][CH2:25][CH3:26])=[O:23]. The catalyst class is: 28. (4) Reactant: [C:1]([O:5][C:6]([C:8]1[C:9]([CH2:24][O:25][CH3:26])=[C:10]([C:14]([O:16][CH2:17][C:18]2[CH:23]=[CH:22][CH:21]=[CH:20][CH:19]=2)=[O:15])[S:11][C:12]=1[NH2:13])=[O:7])([CH3:4])([CH3:3])[CH3:2].Cl[C:28]([O:30][CH2:31][CH2:32][CH2:33][CH2:34][CH2:35][CH2:36][CH2:37][CH3:38])=[O:29]. Product: [C:1]([O:5][C:6]([C:8]1[C:9]([CH2:24][O:25][CH3:26])=[C:10]([C:14]([O:16][CH2:17][C:18]2[CH:19]=[CH:20][CH:21]=[CH:22][CH:23]=2)=[O:15])[S:11][C:12]=1[NH:13][C:28]([O:30][CH2:31][CH2:32][CH2:33][CH2:34][CH2:35][CH2:36][CH2:37][CH3:38])=[O:29])=[O:7])([CH3:4])([CH3:3])[CH3:2]. The catalyst class is: 17. (5) Product: [OH:10][C:9]([CH2:11][CH2:12][CH2:13][CH2:14][C@H:15]1[C@@H:16]2[C@@H:17]([NH:20][C:21]([NH:23]2)=[O:22])[CH2:18][S:19]1)=[O:8]. Reactant: C1C(=O)N([O:8][C:9]([CH2:11][CH2:12][CH2:13][CH2:14][C@@H:15]2[S:19][CH2:18][C@@H:17]3[NH:20][C:21]([NH:23][C@H:16]23)=[O:22])=[O:10])C(=O)C1. The catalyst class is: 16. (6) Reactant: [OH-].[K+:2].C([O:5][C:6]([C:8]1[N:9]([C:17]2[CH:22]=[CH:21][CH:20]=[C:19]([Cl:23])[C:18]=2[F:24])[N:10]=[C:11]([C:14](=[O:16])[NH2:15])[C:12]=1[NH2:13])=[O:7])C. Product: [K+:2].[NH2:13][C:12]1[C:11]([C:14](=[O:16])[NH2:15])=[N:10][N:9]([C:17]2[CH:22]=[CH:21][CH:20]=[C:19]([Cl:23])[C:18]=2[F:24])[C:8]=1[C:6]([O-:7])=[O:5]. The catalyst class is: 8.